This data is from Full USPTO retrosynthesis dataset with 1.9M reactions from patents (1976-2016). The task is: Predict the reactants needed to synthesize the given product. (1) Given the product [Cl:1][C:2]1[N:7]=[C:6]([C:8]2[S:12][C:11]3[C:13]([C:17]4[CH:22]=[CH:21][N:20]=[CH:19][C:18]=4[OH:23])=[CH:14][CH:15]=[CH:16][C:10]=3[CH:9]=2)[C:5]([F:27])=[CH:4][N:3]=1, predict the reactants needed to synthesize it. The reactants are: [Cl:1][C:2]1[N:7]=[C:6]([C:8]2[S:12][C:11]3[C:13]([C:17]4[CH:22]=[CH:21][N:20]=[CH:19][C:18]=4[O:23]COC)=[CH:14][CH:15]=[CH:16][C:10]=3[CH:9]=2)[C:5]([F:27])=[CH:4][N:3]=1.Cl. (2) Given the product [CH2:39]([S:41][C:42]1[C:50]([O:1][C@H:2]2[CH2:3][CH2:4][C@H:5]([N:8]3[C:9](=[O:18])[C:10]4[C:15](=[CH:14][CH:13]=[CH:12][CH:11]=4)[C:16]3=[O:17])[CH2:6][CH2:7]2)=[CH:49][CH:48]=[C:47]2[C:43]=1[CH:44]=[N:45][NH:46]2)[CH3:40], predict the reactants needed to synthesize it. The reactants are: [OH:1][C@@H:2]1[CH2:7][CH2:6][C@H:5]([N:8]2[C:16](=[O:17])[C:15]3[C:10](=[CH:11][CH:12]=[CH:13][CH:14]=3)[C:9]2=[O:18])[CH2:4][CH2:3]1.Cl.N1CCCC(OC2C(SC)=C3C(=CC=2)NN=C3)CC1.[CH2:39]([S:41][C:42]1[C:50](O)=[CH:49][CH:48]=[C:47]2[C:43]=1[CH:44]=[N:45][NH:46]2)[CH3:40]. (3) Given the product [Br:3][C:4]1[CH:9]=[CH:8][C:7]([C:10]([OH:17])=[C:11]([CH2:27][S:26][CH:25]=[N:24][CH:21]2[CH2:23][CH2:22]2)[C:12]([O:14][CH2:15][CH3:16])=[O:13])=[C:6]([F:18])[C:5]=1[O:19][CH3:20], predict the reactants needed to synthesize it. The reactants are: [H-].[Na+].[Br:3][C:4]1[CH:9]=[CH:8][C:7]([C:10](=[O:17])[CH2:11][C:12]([O:14][CH2:15][CH3:16])=[O:13])=[C:6]([F:18])[C:5]=1[O:19][CH3:20].[CH:21]1([N:24]=[C:25]=[S:26])[CH2:23][CH2:22]1.[CH3:27]I. (4) Given the product [CH3:1][C@:2]12[C@H:54]3[CH2:55][C@H:52]([C:53]3([CH3:57])[CH3:56])[CH2:51][C@H:3]1[O:4][B:5]([CH:7]([NH:12][C:13]([C@H:15]1[N:19]3[C:20](=[O:46])[C:21]([NH:24][CH2:35][C:36]4[CH:41]=[CH:40][CH:39]=[C:38]([C:42]([F:43])([F:44])[F:45])[CH:37]=4)=[CH:22][N:23]=[C:18]3[C@@:17]([NH2:48])([CH3:47])[CH2:16]1)=[O:14])[CH2:8][CH:9]([F:10])[F:11])[O:6]2, predict the reactants needed to synthesize it. The reactants are: [CH3:1][C@:2]12[C@H:54]3[CH2:55][C@H:52]([C:53]3([CH3:57])[CH3:56])[CH2:51][C@H:3]1[O:4][B:5]([CH:7]([NH:12][C:13]([C@H:15]1[N:19]3[C:20](=[O:46])[C:21]([N:24]([CH2:35][C:36]4[CH:41]=[CH:40][CH:39]=[C:38]([C:42]([F:45])([F:44])[F:43])[CH:37]=4)C(=O)OCC4C=CC=CC=4)=[CH:22][N:23]=[C:18]3[C@@:17]([N:48]=[N+]=[N-])([CH3:47])[CH2:16]1)=[O:14])[CH2:8][CH:9]([F:11])[F:10])[O:6]2. (5) Given the product [F:39][C:2]1([F:1])[C:7]([C:12]2[CH:17]=[CH:16][C:15]([O:18][CH2:19][CH2:20][CH2:21][C:22]([F:24])([F:25])[F:23])=[CH:14][CH:13]=2)([C:8]([F:9])([F:10])[F:11])[NH:6][C:5](=[O:26])[C:4]([C:27]([OH:29])=[O:28])=[C:3]1[C:32]1[CH:33]=[CH:34][C:35]([CH3:38])=[CH:36][CH:37]=1, predict the reactants needed to synthesize it. The reactants are: [F:1][C:2]1([F:39])[C:7]([C:12]2[CH:17]=[CH:16][C:15]([O:18][CH2:19][CH2:20][CH2:21][C:22]([F:25])([F:24])[F:23])=[CH:14][CH:13]=2)([C:8]([F:11])([F:10])[F:9])[NH:6][C:5](=[O:26])[C:4]([C:27]([O:29]CC)=[O:28])=[C:3]1[C:32]1[CH:37]=[CH:36][C:35]([CH3:38])=[CH:34][CH:33]=1.[Li+].[OH-]. (6) Given the product [CH3:27][C:15]1[CH:14]=[C:13]([NH:12][C:4]2[C:3]3[C:8](=[CH:9][CH:10]=[CH:11][C:2]=3[O:1][C@@H:29]([CH3:31])[C:28]([O:33][CH3:34])=[O:32])[N:7]=[CH:6][N:5]=2)[CH:18]=[CH:17][C:16]=1[O:19][C:20]1[CH:21]=[N:22][C:23]([CH3:26])=[CH:24][CH:25]=1, predict the reactants needed to synthesize it. The reactants are: [OH:1][C:2]1[CH:11]=[CH:10][CH:9]=[C:8]2[C:3]=1[C:4]([NH:12][C:13]1[CH:18]=[CH:17][C:16]([O:19][C:20]3[CH:21]=[N:22][C:23]([CH3:26])=[CH:24][CH:25]=3)=[C:15]([CH3:27])[CH:14]=1)=[N:5][CH:6]=[N:7]2.[C:28]([O:33][CH3:34])(=[O:32])[C@@H:29]([CH3:31])O.